Dataset: CYP2D6 inhibition data for predicting drug metabolism from PubChem BioAssay. Task: Regression/Classification. Given a drug SMILES string, predict its absorption, distribution, metabolism, or excretion properties. Task type varies by dataset: regression for continuous measurements (e.g., permeability, clearance, half-life) or binary classification for categorical outcomes (e.g., BBB penetration, CYP inhibition). Dataset: cyp2d6_veith. (1) The drug is CO/N=C(\C)CCN1CCc2nc(-c3ccccc3)c(-c3ccccc3)cc2C1. The result is 0 (non-inhibitor). (2) The result is 0 (non-inhibitor). The molecule is COc1ccc(COC(=O)N/N=C2/C[C@@H](O)[C@@H](O)[C@H]3[C@H]2CC[C@H]2C(=O)N(c4ccc(F)cc4F)C(=O)[C@H]32)cc1. (3) The compound is Cc1nn(C)c(Cl)c1NC(=O)OCc1ccc(Cl)cc1Cl. The result is 0 (non-inhibitor). (4) The compound is O=C([O-])CC[C@@H](NC(=O)c1ccccc1C(=O)[O-])C(=O)[O-].[Na+].[Na+].[Na+]. The result is 0 (non-inhibitor). (5) The compound is CC(C)CNc1nc2ncnc(N)c2[nH]1. The result is 0 (non-inhibitor). (6) The molecule is N#Cc1ccc(CN2CCCC3(CCN(S(=O)(=O)c4ccccc4)CC3)C2)cc1. The result is 1 (inhibitor). (7) The drug is O=C(CCCN1CCC(O)(c2ccc(Br)cc2)CC1)c1ccc(F)cc1. The result is 1 (inhibitor). (8) The compound is COC(=O)C/C=C\[C@@H](C)[C@@H](CO)NS(=O)(=O)c1ccc(C)cc1. The result is 0 (non-inhibitor). (9) The compound is CCCCn1c(O)c(C(CC)=Nc2ccc(OC)cc2OC)c(=O)[nH]c1=O. The result is 1 (inhibitor). (10) The molecule is COc1cccc(-c2cncnc2NCc2ccc(OC)cc2OC)c1. The result is 1 (inhibitor).